From a dataset of Reaction yield outcomes from USPTO patents with 853,638 reactions. Predict the reaction yield, written as a fraction of the theoretical maximum amount of product (1.0 means a 100% yield; for example, 0.34 means a 34% yield). (1) The reactants are [CH2:1]([C:3]1[NH:4][C:5]2[C:10]([CH:11]=1)=[C:9]([O:12][CH3:13])[CH:8]=[CH:7][CH:6]=2)[CH3:2].[H-].[Na+].[CH2:16](Br)[C:17]1[CH:22]=[CH:21][CH:20]=[CH:19][CH:18]=1. The catalyst is CN(C=O)C.O. The product is [CH2:1]([C:3]1[N:4]([CH2:16][C:17]2[CH:22]=[CH:21][CH:20]=[CH:19][CH:18]=2)[C:5]2[C:10]([CH:11]=1)=[C:9]([O:12][CH3:13])[CH:8]=[CH:7][CH:6]=2)[CH3:2]. The yield is 0.490. (2) The reactants are C(NC(C)C)(C)C.[Li].[Cl:9][C:10]1[CH:15]=[CH:14][CH:13]=[CH:12][C:11]=1[NH2:16].[Br:17][C:18]1[C:19]([F:29])=[C:20]([F:28])[C:21](F)=[C:22]([CH:26]=1)[C:23]([OH:25])=[O:24]. The catalyst is C1COCC1. The product is [Br:17][C:18]1[C:19]([F:29])=[C:20]([F:28])[C:21]([NH:16][C:11]2[CH:12]=[CH:13][CH:14]=[CH:15][C:10]=2[Cl:9])=[C:22]([CH:26]=1)[C:23]([OH:25])=[O:24]. The yield is 0.660. (3) The reactants are [F:1][C:2]1[CH:7]=[CH:6][C:5]([NH:8][C:9](=[NH:20])[CH2:10][C:11]([C:13]2[CH:18]=[CH:17][C:16]([F:19])=[CH:15][CH:14]=2)=[O:12])=[CH:4][CH:3]=1.[C:21](OC)(=[O:24])[C:22]#[CH:23]. The catalyst is CO. The product is [NH2:20][C:9]1[N:8]([C:5]2[CH:4]=[CH:3][C:2]([F:1])=[CH:7][CH:6]=2)[C:21](=[O:24])[CH:22]=[CH:23][C:10]=1[C:11](=[O:12])[C:13]1[CH:14]=[CH:15][C:16]([F:19])=[CH:17][CH:18]=1. The yield is 0.520. (4) The yield is 0.930. The reactants are [NH2:1][CH:2]([C:7]1[CH:12]=[CH:11][C:10]([O:13][CH3:14])=[C:9]([O:15][CH2:16][CH3:17])[CH:8]=1)[CH2:3][C:4]([OH:6])=[O:5].[CH:18]1[C:27]2[C:22](=[CH:23][CH:24]=[CH:25][CH:26]=2)[CH:21]=[C:20]2[C:28]([O:30][C:31](=O)[C:19]=12)=[O:29]. The catalyst is C(O)(=O)C. The product is [CH2:16]([O:15][C:9]1[CH:8]=[C:7]([CH:2]([N:1]2[C:31](=[O:30])[C:19]3[CH:18]=[C:27]4[CH:26]=[CH:25][CH:24]=[CH:23][C:22]4=[CH:21][C:20]=3[C:28]2=[O:29])[CH2:3][C:4]([OH:6])=[O:5])[CH:12]=[CH:11][C:10]=1[O:13][CH3:14])[CH3:17]. (5) The reactants are [C:1]([O:10]C)(=O)[C:2]1[C:3](=[CH:5][CH:6]=[CH:7][CH:8]=1)[SH:4].[S:12]1[CH:16]=[CH:15][CH:14]=[C:13]1[C:17](O)=O.C([N:22](CC)CC)C. The catalyst is C1(C)C=CC=CC=1. The product is [S:12]1[CH:16]=[CH:15][CH:14]=[C:13]1[C:17]1[S:4][C:3]2[CH:5]=[CH:6][CH:7]=[CH:8][C:2]=2[C:1](=[O:10])[N:22]=1. The yield is 0.730. (6) The reactants are [CH3:1][NH:2][C:3]([N:5]1[CH2:10][CH2:9][N:8](CC2C=CC=CC=2)[CH2:7][CH2:6]1)=[O:4]. The catalyst is [Pd].CCO.CCO.C1COCC1. The product is [CH3:1][NH:2][C:3]([N:5]1[CH2:10][CH2:9][NH:8][CH2:7][CH2:6]1)=[O:4]. The yield is 0.990. (7) The reactants are Cl[C:2]1[CH:9]=[CH:8][CH:7]=[C:4]([C:5]#[N:6])[C:3]=1[C:10]#[N:11].[S:12]1[CH:16]=[CH:15][CH:14]=[C:13]1B(O)O.[F-].[Cs+]. The catalyst is CC(C)([P](C(C)(C)C)([Pd][P](C(C)(C)C)(C(C)(C)C)C(C)(C)C)C(C)(C)C)C. The product is [S:12]1[CH:16]=[CH:15][CH:14]=[C:13]1[C:2]1[CH:9]=[CH:8][CH:7]=[C:4]([C:5]#[N:6])[C:3]=1[C:10]#[N:11]. The yield is 0.714.